Dataset: Catalyst prediction with 721,799 reactions and 888 catalyst types from USPTO. Task: Predict which catalyst facilitates the given reaction. (1) Reactant: [OH-].[K+].[CH3:3][C:4]1[C:13]2[C:8](=[C:9]([C:18](=[O:20])[CH3:19])[C:10]([O:14][CH2:15][C:16]#[CH:17])=[CH:11][CH:12]=2)[O:7][C:6](=[O:21])[CH:5]=1.[F:22][C:23]1[CH:30]=[CH:29][C:26]([CH:27]=O)=[CH:25][CH:24]=1. Product: [CH3:3][C:4]1[C:13]2[C:8](=[C:9]([C:18](=[O:20])[CH:19]=[CH:27][C:26]3[CH:29]=[CH:30][C:23]([F:22])=[CH:24][CH:25]=3)[C:10]([O:14][CH2:15][C:16]#[CH:17])=[CH:11][CH:12]=2)[O:7][C:6](=[O:21])[CH:5]=1. The catalyst class is: 40. (2) Reactant: [OH:1][CH2:2][C@H:3]1[CH2:8][CH2:7][C@H:6]([CH2:9][NH:10][C:11]2[C:16]([N+:17]([O-:19])=[O:18])=[CH:15][N:14]=[C:13]([NH:20][CH2:21][C:22]3[C:23]([CH3:36])=[C:24]([C:28]4[CH:33]=[CH:32][CH:31]=[C:30]([CH2:34][OH:35])[CH:29]=4)[CH:25]=[CH:26][CH:27]=3)[N:12]=2)[CH2:5][CH2:4]1. Product: [OH:1][CH2:2][C@H:3]1[CH2:4][CH2:5][C@H:6]([CH2:9][NH:10][C:11]2[C:16]([N+:17]([O-:19])=[O:18])=[CH:15][N:14]=[C:13]([NH:20][CH2:21][C:22]3[C:23]([CH3:36])=[C:24]([C:28]4[CH:33]=[CH:32][CH:31]=[C:30]([CH:34]=[O:35])[CH:29]=4)[CH:25]=[CH:26][CH:27]=3)[N:12]=2)[CH2:7][CH2:8]1. The catalyst class is: 725. (3) Reactant: C(=[C:4]([OH:16])[C@@H:5]([OH:15])[C@@H:6]([OH:14])[C@@H:7]([OH:13])[C:8](=C(C)C)[OH:9])(C)C.C(N([CH2:22][CH3:23])CC)C.[C:24](Cl)(C1C=CC=CC=1)([C:31]1C=CC=CC=1)[C:25]1C=CC=CC=1.[C:44](=O)(O)[O-].[Na+]. Product: [CH3:44][C:22]1([CH3:23])[O:13][CH:7]([CH:6]([CH:5]2[CH2:4][O:16][C:24]([CH3:31])([CH3:25])[O:15]2)[OH:14])[CH2:8][O:9]1. The catalyst class is: 166. (4) Reactant: [CH3:1][C:2]1[CH:7]=[C:6]([N+:8]([O-])=O)[CH:5]=[C:4]([CH3:11])[C:3]=1[C:12]1[CH:17]=[CH:16][C:15]([C:18]([F:21])([F:20])[F:19])=[CH:14][CH:13]=1. Product: [CH3:1][C:2]1[CH:7]=[C:6]([NH2:8])[CH:5]=[C:4]([CH3:11])[C:3]=1[C:12]1[CH:17]=[CH:16][C:15]([C:18]([F:19])([F:21])[F:20])=[CH:14][CH:13]=1. The catalyst class is: 29. (5) Reactant: [CH:1]1([NH:4][C:5](=[O:31])[C:6]2[CH:11]=[CH:10][C:9]([CH3:12])=[C:8]([N:13]3[CH:18]=[CH:17][N:16]=[C:15]([NH:19][C:20]([C:23]4[CH:28]=[CH:27][CH:26]=[CH:25][C:24]=4[OH:29])([CH3:22])[CH3:21])[C:14]3=[O:30])[CH:7]=2)[CH2:3][CH2:2]1.C(=O)([O-])[O-].[K+].[K+].CC1C=CC(S(O[CH2:49][C@@H:50]2[CH2:54][O:53][C:52](=[O:55])[NH:51]2)(=O)=O)=CC=1. Product: [CH:1]1([NH:4][C:5](=[O:31])[C:6]2[CH:11]=[CH:10][C:9]([CH3:12])=[C:8]([N:13]3[CH:18]=[CH:17][N:16]=[C:15]([NH:19][C:20]([CH3:22])([C:23]4[CH:28]=[CH:27][CH:26]=[CH:25][C:24]=4[O:29][CH2:49][C@H:50]4[CH2:54][O:53][C:52](=[O:55])[NH:51]4)[CH3:21])[C:14]3=[O:30])[CH:7]=2)[CH2:3][CH2:2]1. The catalyst class is: 47. (6) Reactant: [N+:1]([C:4]1[CH:5]=[C:6]([CH:8]=[CH:9][C:10]=1[CH3:11])[NH2:7])([O-:3])=[O:2].C([Al](CC(C)C)CC(C)C)C(C)C.C[O:26][C:27](=O)[C:28]1[CH:33]=[CH:32][C:31]([CH2:34][N:35]2[CH2:40][CH2:39][N:38]([CH3:41])[CH2:37][CH2:36]2)=[CH:30][CH:29]=1. Product: [CH3:11][C:10]1[CH:9]=[CH:8][C:6]([NH:7][C:27](=[O:26])[C:28]2[CH:29]=[CH:30][C:31]([CH2:34][N:35]3[CH2:36][CH2:37][N:38]([CH3:41])[CH2:39][CH2:40]3)=[CH:32][CH:33]=2)=[CH:5][C:4]=1[N+:1]([O-:3])=[O:2]. The catalyst class is: 11.